From a dataset of Peptide-MHC class II binding affinity with 134,281 pairs from IEDB. Regression. Given a peptide amino acid sequence and an MHC pseudo amino acid sequence, predict their binding affinity value. This is MHC class II binding data. (1) The peptide sequence is RLLDILEAIKLIRKK. The MHC is H-2-IAb with pseudo-sequence H-2-IAb. The binding affinity (normalized) is 0.111. (2) The peptide sequence is MPPELNTARLMAGAG. The MHC is DRB1_1501 with pseudo-sequence DRB1_1501. The binding affinity (normalized) is 0.189. (3) The peptide sequence is SHNVQGATVAVDCRP. The MHC is HLA-DQA10401-DQB10402 with pseudo-sequence HLA-DQA10401-DQB10402. The binding affinity (normalized) is 0.513. (4) The peptide sequence is LVECNNHYLCLNCLT. The MHC is DRB1_0101 with pseudo-sequence DRB1_0101. The binding affinity (normalized) is 0.380.